The task is: Predict the reactants needed to synthesize the given product.. This data is from Full USPTO retrosynthesis dataset with 1.9M reactions from patents (1976-2016). (1) Given the product [C:27]([O:26][C:24]([N:21]1[CH2:20][CH:19]=[C:18]([C:2]2[C:3]([NH2:9])=[N:4][CH:5]=[C:6]([Br:8])[N:7]=2)[CH2:23][CH2:22]1)=[O:25])([CH3:30])([CH3:28])[CH3:29], predict the reactants needed to synthesize it. The reactants are: Br[C:2]1[C:3]([NH2:9])=[N:4][CH:5]=[C:6]([Br:8])[N:7]=1.CC1(C)C(C)(C)OB([C:18]2[CH2:23][CH2:22][N:21]([C:24]([O:26][C:27]([CH3:30])([CH3:29])[CH3:28])=[O:25])[CH2:20][CH:19]=2)O1.COCOC.C(=O)([O-])[O-].[Na+].[Na+].O. (2) Given the product [C:1]1([C:7]2[N:12]=[C:11]([C:13]3[CH:14]=[C:15]([CH:20]=[CH:21][CH:22]=3)[C:16]([OH:18])=[O:17])[CH:10]=[CH:9][CH:8]=2)[CH:2]=[CH:3][CH:4]=[CH:5][CH:6]=1, predict the reactants needed to synthesize it. The reactants are: [C:1]1([C:7]2[N:12]=[C:11]([C:13]3[CH:14]=[C:15]([CH:20]=[CH:21][CH:22]=3)[C:16]([O:18]C)=[O:17])[CH:10]=[CH:9][CH:8]=2)[CH:6]=[CH:5][CH:4]=[CH:3][CH:2]=1.[OH-].[Na+].